From a dataset of Full USPTO retrosynthesis dataset with 1.9M reactions from patents (1976-2016). Predict the reactants needed to synthesize the given product. (1) Given the product [NH2:15][C:14]1[C:19]([C:18]([NH:30][CH3:32])=[O:17])=[C:10]([F:9])[C:11]([Br:8])=[CH:12][CH:13]=1, predict the reactants needed to synthesize it. The reactants are: C1C(=O)N([Br:8])C(=O)C1.[F:9][C:10]1[C:19]2[C:18](=O)[O:17]C(=O)[NH:15][C:14]=2[CH:13]=[CH:12][CH:11]=1.CN.C1COCC1.C[N:30]([CH:32]=O)C. (2) Given the product [NH2:1][C:2]1[CH:3]=[C:4]([C:5](=[S:12])[NH2:7])[CH:8]=[CH:9][N:10]=1, predict the reactants needed to synthesize it. The reactants are: [NH2:1][C:2]1[CH:3]=[C:4]([CH:8]=[CH:9][N:10]=1)[C:5]([NH2:7])=O.P12(SP3(SP(SP(S3)(S1)=S)(=S)S2)=S)=[S:12]. (3) Given the product [CH2:17]([O:19][C:20](=[O:24])[CH2:21][CH2:22][NH:23][CH2:15][CH:9]([C:4]1[CH:5]=[CH:6][C:7]([Cl:8])=[C:2]([Cl:1])[CH:3]=1)[C:10]([O:12][CH2:13][CH3:14])=[O:11])[CH3:18], predict the reactants needed to synthesize it. The reactants are: [Cl:1][C:2]1[CH:3]=[C:4]([C:9](=[CH2:15])[C:10]([O:12][CH2:13][CH3:14])=[O:11])[CH:5]=[CH:6][C:7]=1[Cl:8].Cl.[CH2:17]([O:19][C:20](=[O:24])[CH2:21][CH2:22][NH2:23])[CH3:18].O. (4) The reactants are: [CH:1]1([C:7]2[CH:12]=[CH:11][CH:10]=[CH:9][C:8]=2[CH2:13][NH2:14])[CH2:6][CH2:5][CH2:4][CH2:3][CH2:2]1.Cl.C1(C2C=CC=CC=2CN)CCCCC1.[CH:30]1[N:35]=[C:34](Cl)[C:33]2[N:37]=[CH:38][N:39]([C@@H:40]3[O:44][C@H:43]([CH2:45][OH:46])[C@@H:42]([OH:47])[C@H:41]3[OH:48])[C:32]=2[N:31]=1.C(N(CC)CC)C. Given the product [CH:1]1([C:7]2[CH:12]=[CH:11][CH:10]=[CH:9][C:8]=2[CH2:13][NH:14][C:34]2[C:33]3[N:37]=[CH:38][N:39]([C:32]=3[N:31]=[CH:30][N:35]=2)[C@@H:40]2[O:44][C@H:43]([CH2:45][OH:46])[C@@H:42]([OH:47])[C@H:41]2[OH:48])[CH2:2][CH2:3][CH2:4][CH2:5][CH2:6]1, predict the reactants needed to synthesize it. (5) Given the product [F:22][C:23]([F:36])([F:35])[S:24]([O:13][C:9]1[CH:8]=[CH:7][CH:6]=[C:5]2[C:10]=1[CH:11]=[CH:12][C:3]([C:2]([F:1])([F:14])[F:15])=[N:4]2)(=[O:26])=[O:25], predict the reactants needed to synthesize it. The reactants are: [F:1][C:2]([F:15])([F:14])[C:3]1[CH:12]=[CH:11][C:10]2[C:9]([OH:13])=[CH:8][CH:7]=[CH:6][C:5]=2[N:4]=1.N1C=CC=CC=1.[F:22][C:23]([F:36])([F:35])[S:24](O[S:24]([C:23]([F:36])([F:35])[F:22])(=[O:26])=[O:25])(=[O:26])=[O:25].O. (6) The reactants are: [C:1]1([O:7][CH2:8][C:9]2[CH:14]=[CH:13][C:12]([Cl:15])=[CH:11][CH:10]=2)[CH:6]=[CH:5][CH:4]=[CH:3][CH:2]=1.[S:16](Cl)([Cl:19])(=[O:18])=[O:17].C(OC(N1CCC2C(=CC(N)=CC=2)C1)=O)(C)(C)C. Given the product [Cl:15][C:12]1[CH:11]=[CH:10][C:9]([CH2:8][O:7][C:1]2[CH:2]=[CH:3][C:4]([S:16]([Cl:19])(=[O:18])=[O:17])=[CH:5][CH:6]=2)=[CH:14][CH:13]=1, predict the reactants needed to synthesize it. (7) Given the product [CH3:17][N:5]([CH2:6][C:7]1[CH:16]=[CH:15][C:10]([C:11]([O:13][CH3:14])=[O:12])=[CH:9][CH:8]=1)[S:2]([CH3:1])(=[O:4])=[O:3], predict the reactants needed to synthesize it. The reactants are: [CH3:1][S:2]([NH:5][CH2:6][C:7]1[CH:16]=[CH:15][C:10]([C:11]([O:13][CH3:14])=[O:12])=[CH:9][CH:8]=1)(=[O:4])=[O:3].[C:17]([O-])([O-])=O.[K+].[K+].CI.